From a dataset of Forward reaction prediction with 1.9M reactions from USPTO patents (1976-2016). Predict the product of the given reaction. (1) Given the reactants [C:1]([C:3]1[CH:17]=[CH:16][C:6]([CH2:7][N:8]2[CH2:11][CH:10]([C:12]([O:14][CH3:15])=[O:13])[CH2:9]2)=[CH:5][CH:4]=1)#[N:2].Cl.[NH2:19][OH:20].C(=O)(O)[O-].[Na+], predict the reaction product. The product is: [OH:20]/[N:19]=[C:1](/[C:3]1[CH:4]=[CH:5][C:6]([CH2:7][N:8]2[CH2:9][CH:10]([C:12]([O:14][CH3:15])=[O:13])[CH2:11]2)=[CH:16][CH:17]=1)\[NH2:2]. (2) Given the reactants [F:1][C:2]([F:30])([CH2:28][OH:29])[CH2:3][N:4]1[C:8]([C:9]2[CH:14]=[CH:13][C:12]([F:15])=[CH:11][CH:10]=2)=[C:7]([C:16]2[CH:17]=[CH:18][C:19]3[O:24][CH2:23][C:22](=[O:25])[NH:21][C:20]=3[CH:26]=2)[C:6]([CH3:27])=[N:5]1.[ClH:31].[CH3:32][N:33]([CH3:38])[CH2:34][C:35](O)=[O:36].Cl.CN(C)CCCN=C=NCC, predict the reaction product. The product is: [ClH:31].[CH3:32][N:33]([CH3:38])[CH2:34][C:35]([O:29][CH2:28][C:2]([F:1])([F:30])[CH2:3][N:4]1[C:8]([C:9]2[CH:10]=[CH:11][C:12]([F:15])=[CH:13][CH:14]=2)=[C:7]([C:16]2[CH:17]=[CH:18][C:19]3[O:24][CH2:23][C:22](=[O:25])[NH:21][C:20]=3[CH:26]=2)[C:6]([CH3:27])=[N:5]1)=[O:36]. (3) The product is: [OH:3][CH2:4][CH2:5][CH:6]([N:28]1[CH:33]=[CH:32][C:31](=[O:34])[NH:30][C:29]1=[O:35])[CH2:7][O:8][C:9]([C:16]1[CH:17]=[CH:18][CH:19]=[CH:20][CH:21]=1)([C:22]1[CH:27]=[CH:26][CH:25]=[CH:24][CH:23]=1)[C:10]1[CH:11]=[CH:12][CH:13]=[CH:14][CH:15]=1. Given the reactants C([O:3][C:4](=O)[CH2:5][CH:6]([N:28]1[CH:33]=[CH:32][C:31](=[O:34])[NH:30][C:29]1=[O:35])[CH2:7][O:8][C:9]([C:22]1[CH:27]=[CH:26][CH:25]=[CH:24][CH:23]=1)([C:16]1[CH:21]=[CH:20][CH:19]=[CH:18][CH:17]=1)[C:10]1[CH:15]=[CH:14][CH:13]=[CH:12][CH:11]=1)C.[BH4-].[Na+], predict the reaction product. (4) Given the reactants Cl[C:2]1[C:7]([C:8]([O:10][CH2:11][CH3:12])=[O:9])=[CH:6][N:5]=[C:4]([S:13][CH3:14])[N:3]=1.Cl.[NH2:16][C@H:17]1[CH2:21][CH2:20][CH2:19][C@@H:18]1[OH:22].CCN(C(C)C)C(C)C, predict the reaction product. The product is: [OH:22][C@H:18]1[CH2:19][CH2:20][CH2:21][C@@H:17]1[NH:16][C:2]1[C:7]([C:8]([O:10][CH2:11][CH3:12])=[O:9])=[CH:6][N:5]=[C:4]([S:13][CH3:14])[N:3]=1. (5) Given the reactants [C:1]([O:5][C:6]([N:8]([CH2:20][C:21]([OH:23])=[O:22])[CH2:9][C:10]([N:12]1[CH2:16][CH2:15][CH2:14][CH:13]1[C:17](=[O:19])[NH2:18])=[O:11])=[O:7])([CH3:4])([CH3:3])[CH3:2].CO.Cl.[CH3:27]N(C)CCCN=C=NCC.CN(C1C=CC=CN=1)C, predict the reaction product. The product is: [CH3:27][O:22][C:21](=[O:23])[CH2:20][N:8]([C:6]([O:5][C:1]([CH3:4])([CH3:2])[CH3:3])=[O:7])[CH2:9][C:10]([N:12]1[CH2:16][CH2:15][CH2:14][CH:13]1[C:17](=[O:19])[NH2:18])=[O:11]. (6) Given the reactants [C:1]([O:5][C:6]([NH:8][C:9]1[C:18]2[C:13](=[CH:14][CH:15]=[CH:16][CH:17]=2)[C:12]([O:19][C:20]2[CH:25]=[CH:24][N:23]=[C:22]([NH:26][C:27]3[CH:28]=[C:29]([CH:33]=[C:34]([C:36]#[CH:37])[CH:35]=3)[C:30](O)=[O:31])[N:21]=2)=[CH:11][CH:10]=1)=[O:7])([CH3:4])([CH3:3])[CH3:2].CN(C(ON1N=[N:53][C:48]2[CH:49]=[CH:50][CH:51]=[N:52][C:47]1=2)=[N+](C)C)C.F[P-](F)(F)(F)(F)F.CCN([CH:68]([CH3:70])C)C(C)C.CN(C=[O:75])C, predict the reaction product. The product is: [C:1]([O:5][C:6](=[O:7])[NH:8][C:9]1[C:18]2[C:13](=[CH:14][CH:15]=[CH:16][CH:17]=2)[C:12]([O:19][C:20]2[CH:25]=[CH:24][N:23]=[C:22]([NH:26][C:27]3[CH:28]=[C:29]([C:30](=[O:31])[NH:53][CH:48]([CH3:49])[CH2:47][N:52]4[CH2:51][CH2:50][O:75][CH2:68][CH2:70]4)[CH:33]=[C:34]([C:36]#[CH:37])[CH:35]=3)[N:21]=2)=[CH:11][CH:10]=1)([CH3:2])([CH3:3])[CH3:4].